From a dataset of Catalyst prediction with 721,799 reactions and 888 catalyst types from USPTO. Predict which catalyst facilitates the given reaction. (1) Reactant: [Cl:1][C:2]1[CH:3]=[CH:4][C:5](=[O:8])[NH:6][N:7]=1.C(=O)([O-])[O-].[Cs+].[Cs+].[CH2:15](Br)[C:16]1[CH:21]=[CH:20][CH:19]=[CH:18][CH:17]=1. Product: [CH2:15]([N:6]1[C:5](=[O:8])[CH:4]=[CH:3][C:2]([Cl:1])=[N:7]1)[C:16]1[CH:21]=[CH:20][CH:19]=[CH:18][CH:17]=1. The catalyst class is: 57. (2) Reactant: C[O:2][C:3](=[O:40])[C@@H:4]([NH:8][S:9]([C:12]1[CH:17]=[CH:16][C:15]([C:18]2[CH:23]=[CH:22][C:21]([NH:24][C:25]([C:27]3[O:28][C:29]4[CH:36]=[CH:35][C:34]([Cl:37])=[C:33]([O:38][CH3:39])[C:30]=4[C:31]=3[CH3:32])=[O:26])=[CH:20][CH:19]=2)=[CH:14][CH:13]=1)(=[O:11])=[O:10])[CH:5]([CH3:7])[CH3:6].[Li+].[OH-]. Product: [Cl:37][C:34]1[CH:35]=[CH:36][C:29]2[O:28][C:27]([C:25]([NH:24][C:21]3[CH:20]=[CH:19][C:18]([C:15]4[CH:14]=[CH:13][C:12]([S:9]([NH:8][C@@H:4]([CH:5]([CH3:6])[CH3:7])[C:3]([OH:40])=[O:2])(=[O:10])=[O:11])=[CH:17][CH:16]=4)=[CH:23][CH:22]=3)=[O:26])=[C:31]([CH3:32])[C:30]=2[C:33]=1[O:38][CH3:39]. The catalyst class is: 1. (3) Reactant: [Cl:1][C:2]1[S:6][C:5]([CH:7]=[N:8][N:9]2[C:18]3[C:13](=[CH:14][CH:15]=[CH:16][CH:17]=3)[C:12]([OH:19])=[C:11]([C:20]3[NH:25][C:24]4[CH:26]=[CH:27][CH:28]=[CH:29][C:23]=4[S:22](=[O:31])(=[O:30])[N:21]=3)[C:10]2=[O:32])=[CH:4][CH:3]=1.CO.[BH4-].[Li+].Cl. Product: [Cl:1][C:2]1[S:6][C:5]([CH2:7][NH:8][N:9]2[C:18]3[C:13](=[CH:14][CH:15]=[CH:16][CH:17]=3)[C:12]([OH:19])=[C:11]([C:20]3[NH:25][C:24]4[CH:26]=[CH:27][CH:28]=[CH:29][C:23]=4[S:22](=[O:30])(=[O:31])[N:21]=3)[C:10]2=[O:32])=[CH:4][CH:3]=1. The catalyst class is: 30. (4) Reactant: [C:1]([O:8][CH2:9][CH3:10])(=[O:7])/[CH:2]=[CH:3]/[C:4]([O-:6])=[O:5].F[C:12](F)(F)C(O)=O.[CH2:18]([N:25]([Si](C)(C)C)[CH2:26]OC)[C:19]1[CH:24]=[CH:23][CH:22]=[CH:21][CH:20]=1. Product: [CH2:9]([O:8][C:1]([C@H:2]1[C@H:3]([C:4]([OH:6])=[O:5])[CH2:26][N:25]([CH2:18][C:19]2[CH:24]=[CH:23][CH:22]=[CH:21][CH:20]=2)[CH2:12]1)=[O:7])[CH3:10]. The catalyst class is: 2.